This data is from Catalyst prediction with 721,799 reactions and 888 catalyst types from USPTO. The task is: Predict which catalyst facilitates the given reaction. (1) Reactant: [O:1]=[C:2]1[CH2:6][CH2:5][CH2:4][N:3]1[C:7]1[CH:15]=[CH:14][C:10]([C:11](O)=[O:12])=[CH:9][CH:8]=1.C(Cl)(=O)C([Cl:19])=O. Product: [O:1]=[C:2]1[CH2:6][CH2:5][CH2:4][N:3]1[C:7]1[CH:15]=[CH:14][C:10]([C:11]([Cl:19])=[O:12])=[CH:9][CH:8]=1. The catalyst class is: 59. (2) Reactant: N[C:2]1[CH:3]=[C:4]([CH:8]([CH3:11])[C:9]#[N:10])[CH:5]=[CH:6][CH:7]=1.[OH:12]S(O)(=O)=O.N([O-])=O.[Na+].C(OCC)(=O)C. Product: [OH:12][C:2]1[CH:3]=[C:4]([CH:8]([CH3:11])[C:9]#[N:10])[CH:5]=[CH:6][CH:7]=1. The catalyst class is: 6. (3) Reactant: Cl[C:2]1[C:7]([C:8]#[N:9])=[C:6]([C:10]2[CH:15]=[CH:14][C:13]([O:16][CH2:17][CH2:18][OH:19])=[CH:12][CH:11]=2)[C:5]([C:20]#[N:21])=[C:4]([O:22][CH2:23][CH3:24])[N:3]=1.[S-2:25].[Na+].[Na+]. Product: [CH2:23]([O:22][C:4]1[C:5]([C:20]#[N:21])=[C:6]([C:10]2[CH:15]=[CH:14][C:13]([O:16][CH2:17][CH2:18][OH:19])=[CH:12][CH:11]=2)[C:7]([C:8]#[N:9])=[C:2]([SH:25])[N:3]=1)[CH3:24]. The catalyst class is: 3. (4) Reactant: [Cl:1][C:2]1[CH:3]=[C:4]([C:13]([O:15]CC)=[O:14])[CH:5]=[N:6][C:7]=1[N:8]1[CH2:12][CH2:11][CH2:10][CH2:9]1.[OH-].[Na+].Cl. Product: [Cl:1][C:2]1[CH:3]=[C:4]([C:13]([OH:15])=[O:14])[CH:5]=[N:6][C:7]=1[N:8]1[CH2:12][CH2:11][CH2:10][CH2:9]1. The catalyst class is: 8. (5) Reactant: Br[C:2]1[N:3]=[C:4]2[C:10]([CH:11]=[O:12])=[CH:9][N:8]([CH2:13][O:14][CH2:15][CH2:16][Si:17]([CH3:20])([CH3:19])[CH3:18])[C:5]2=[N:6][CH:7]=1.[F:21][C:22]1[CH:30]=[C:29]([F:31])[CH:28]=[C:27]2[C:23]=1[C:24]([Sn](CCCC)(CCCC)CCCC)=[N:25][NH:26]2. Product: [F:21][C:22]1[CH:30]=[C:29]([F:31])[CH:28]=[C:27]2[C:23]=1[C:24]([C:2]1[N:3]=[C:4]3[C:10]([CH:11]=[O:12])=[CH:9][N:8]([CH2:13][O:14][CH2:15][CH2:16][Si:17]([CH3:20])([CH3:19])[CH3:18])[C:5]3=[N:6][CH:7]=1)=[N:25][NH:26]2. The catalyst class is: 441. (6) Reactant: [C:1]([O:6][CH2:7][CH2:8][S:9]([CH2:12][C:13]([O:15]C(C)(C)C)=[O:14])(=[O:11])=[O:10])(=[O:5])[C:2]([CH3:4])=[CH2:3].COC1C=CC(O)=CC=1.CCOC(C)=O. Product: [C:1]([O:6][CH2:7][CH2:8][S:9]([CH2:12][C:13]([OH:15])=[O:14])(=[O:11])=[O:10])(=[O:5])[C:2]([CH3:4])=[CH2:3]. The catalyst class is: 67. (7) Reactant: FC(F)(F)C(O)=O.[CH3:8][N:9]([CH3:30])[CH:10]1[CH2:13][CH:12]([CH:14]([NH:22]C(=O)OC(C)(C)C)[C:15]2[CH:20]=[CH:19][C:18]([CH3:21])=[CH:17][N:16]=2)[CH2:11]1. Product: [NH2:22][CH:14]([C:15]1[CH:20]=[CH:19][C:18]([CH3:21])=[CH:17][N:16]=1)[CH:12]1[CH2:13][CH:10]([N:9]([CH3:30])[CH3:8])[CH2:11]1. The catalyst class is: 4.